This data is from Forward reaction prediction with 1.9M reactions from USPTO patents (1976-2016). The task is: Predict the product of the given reaction. (1) Given the reactants [Br:1][C:2]1[C:10]2[CH:9]=[C:8]([C:11]([O:13]C)=[O:12])[S:7][C:6]=2[CH:5]=[CH:4][CH:3]=1.O.[OH-].[Li+].O, predict the reaction product. The product is: [Br:1][C:2]1[C:10]2[CH:9]=[C:8]([C:11]([OH:13])=[O:12])[S:7][C:6]=2[CH:5]=[CH:4][CH:3]=1. (2) Given the reactants [CH:1]([C:3]1[CH:8]=[CH:7][C:6]([C:9]2[O:10][CH:11]=[CH:12][CH:13]=2)=[CH:5][CH:4]=1)=O.[S:14]([NH2:24])(=[O:23])([C:16]1[CH:21]=[CH:20][C:19]([NH2:22])=[CH:18][CH:17]=1)=[O:15], predict the reaction product. The product is: [S:14]([C:16]1[CH:21]=[CH:20][C:19]([N:22]=[CH:1][C:3]2[CH:8]=[CH:7][C:6]([C:9]3[O:10][CH:11]=[CH:12][CH:13]=3)=[CH:5][CH:4]=2)=[CH:18][CH:17]=1)(=[O:15])(=[O:23])[NH2:24].